This data is from Full USPTO retrosynthesis dataset with 1.9M reactions from patents (1976-2016). The task is: Predict the reactants needed to synthesize the given product. (1) Given the product [CH3:1][O:2][C:3]1[CH:12]=[C:11]2[C:6]([C:7]([S:13]([C:14]3[CH:15]=[CH:16][CH:17]=[CH:18][CH:19]=3)=[O:28])=[CH:8][CH:9]=[N:10]2)=[CH:5][CH:4]=1, predict the reactants needed to synthesize it. The reactants are: [CH3:1][O:2][C:3]1[CH:12]=[C:11]2[C:6]([C:7]([S:13][C:14]3[CH:19]=[CH:18][CH:17]=[CH:16][CH:15]=3)=[CH:8][CH:9]=[N:10]2)=[CH:5][CH:4]=1.C1C=C(Cl)C=C(C(OO)=[O:28])C=1.CO. (2) Given the product [CH3:16][N:10]([C:7]1[CH:6]=[CH:5][C:4]([N+:1]([O-:3])=[O:2])=[CH:9][N:8]=1)[CH2:11][C:12]([F:15])([F:13])[F:14], predict the reactants needed to synthesize it. The reactants are: [N+:1]([C:4]1[CH:5]=[CH:6][C:7]([NH:10][CH2:11][C:12]([F:15])([F:14])[F:13])=[N:8][CH:9]=1)([O-:3])=[O:2].[C:16](=O)([O-])[O-].[Cs+].[Cs+].IC.